Dataset: Catalyst prediction with 721,799 reactions and 888 catalyst types from USPTO. Task: Predict which catalyst facilitates the given reaction. Reactant: [NH2:1][C:2]1[CH:21]=[CH:20][CH:19]=[C:18]([N+:22]([O-])=O)[C:3]=1[C:4]([NH:6][CH:7]([CH2:11][C:12]1[CH:17]=[CH:16][CH:15]=[CH:14][CH:13]=1)[C:8]([OH:10])=[O:9])=[O:5]. Product: [NH2:1][C:2]1[CH:21]=[CH:20][CH:19]=[C:18]([NH2:22])[C:3]=1[C:4]([NH:6][CH:7]([CH2:11][C:12]1[CH:17]=[CH:16][CH:15]=[CH:14][CH:13]=1)[C:8]([OH:10])=[O:9])=[O:5]. The catalyst class is: 19.